Dataset: Catalyst prediction with 721,799 reactions and 888 catalyst types from USPTO. Task: Predict which catalyst facilitates the given reaction. (1) Reactant: [O:1]=[C:2]1[NH:15][C:5]2=[N:6][CH:7]=[C:8]([C:10]([O:12][CH2:13][CH3:14])=[O:11])[CH:9]=[C:4]2[CH2:3]1.[C:16]([O:19][CH:20](OCC)OCC)(=O)[CH3:17].C(OCC)C. Product: [CH2:16]([O:19]/[CH:20]=[C:3]1\[C:2](=[O:1])[NH:15][C:5]2[C:4]\1=[CH:9][C:8]([C:10]([O:12][CH2:13][CH3:14])=[O:11])=[CH:7][N:6]=2)[CH3:17]. The catalyst class is: 15. (2) Reactant: [Br:1][C:2]1[CH:3]=[C:4]([CH:21]=[C:22]([CH2:24]O)[CH:23]=1)[CH2:5][O:6][C:7]1[CH:12]=[CH:11][CH:10]=[CH:9][C:8]=1[CH2:13][C:14]([O:16][C:17]([CH3:20])([CH3:19])[CH3:18])=[O:15].CS(Cl)(=O)=O.[NH:31]1[CH2:36][CH2:35][O:34][CH2:33][CH2:32]1. Product: [Br:1][C:2]1[CH:3]=[C:4]([CH:21]=[C:22]([CH2:24][N:31]2[CH2:36][CH2:35][O:34][CH2:33][CH2:32]2)[CH:23]=1)[CH2:5][O:6][C:7]1[CH:12]=[CH:11][CH:10]=[CH:9][C:8]=1[CH2:13][C:14]([O:16][C:17]([CH3:18])([CH3:19])[CH3:20])=[O:15]. The catalyst class is: 1. (3) Reactant: C[O:2][C:3]1[CH:4]=[C:5]([CH3:12])[C:6]2[O:10][CH:9]=[CH:8][C:7]=2[CH:11]=1.C([O-])([O-])=O.[K+].[K+].I[Si](C)(C)C. Product: [CH3:12][C:5]1[C:6]2[O:10][CH:9]=[CH:8][C:7]=2[CH:11]=[C:3]([OH:2])[CH:4]=1. The catalyst class is: 290.